Task: Regression. Given a peptide amino acid sequence and an MHC pseudo amino acid sequence, predict their binding affinity value. This is MHC class I binding data.. Dataset: Peptide-MHC class I binding affinity with 185,985 pairs from IEDB/IMGT (1) The peptide sequence is PIPSSMIT. The MHC is Mamu-A01 with pseudo-sequence Mamu-A01. The binding affinity (normalized) is 0. (2) The MHC is HLA-A68:02 with pseudo-sequence HLA-A68:02. The peptide sequence is ITPNNLNKI. The binding affinity (normalized) is 0.0744. (3) The peptide sequence is FTFKVNSVK. The MHC is BoLA-T2a with pseudo-sequence BoLA-T2a. The binding affinity (normalized) is 0.468. (4) The peptide sequence is VTPDYADIL. The MHC is Mamu-A01 with pseudo-sequence Mamu-A01. The binding affinity (normalized) is 0.426. (5) The peptide sequence is ASIFWGMV. The MHC is H-2-Db with pseudo-sequence H-2-Db. The binding affinity (normalized) is 0.